From a dataset of Forward reaction prediction with 1.9M reactions from USPTO patents (1976-2016). Predict the product of the given reaction. Given the reactants [C:1]([C:3]1[CH:4]=[CH:5][C:6]2[N:10]([S:11]([C:14]3[CH:19]=[CH:18][C:17]([O:20][CH3:21])=[CH:16][CH:15]=3)(=[O:13])=[O:12])[C:9](=[O:22])[N:8]([CH:23]([C:27]3[CH:32]=[CH:31][CH:30]=[CH:29][CH:28]=3)[C:24](O)=[O:25])[C:7]=2[CH:33]=1)#[N:2].ON1[C:39]2[CH:40]=[CH:41][CH:42]=[CH:43][C:38]=2N=N1.[NH:44]=[C:45]=N.[CH3:47][CH2:48][NH+:49]([CH2:52][CH3:53])[CH2:50][CH3:51].[CH3:54][CH2:55][NH+:56](CC)CC.C([O-])([O-])=O, predict the reaction product. The product is: [CH2:45]([N:44]1[CH2:51][CH2:50][N:49]([C@H:52]2[CH2:54][CH2:55][N:56]([C:24](=[O:25])[CH:23]([N:8]3[C:7]4[CH:33]=[C:3]([C:1]#[N:2])[CH:4]=[CH:5][C:6]=4[N:10]([S:11]([C:14]4[CH:15]=[CH:16][C:17]([O:20][CH3:21])=[CH:18][CH:19]=4)(=[O:12])=[O:13])[C:9]3=[O:22])[C:27]3[CH:28]=[CH:29][CH:30]=[CH:31][CH:32]=3)[CH2:53]2)[CH2:48][CH2:47]1)[C:38]1[CH:43]=[CH:42][CH:41]=[CH:40][CH:39]=1.